This data is from NCI-60 drug combinations with 297,098 pairs across 59 cell lines. The task is: Regression. Given two drug SMILES strings and cell line genomic features, predict the synergy score measuring deviation from expected non-interaction effect. (1) Drug 1: CC1=C(C=C(C=C1)NC(=O)C2=CC=C(C=C2)CN3CCN(CC3)C)NC4=NC=CC(=N4)C5=CN=CC=C5. Drug 2: C1CC(=O)NC(=O)C1N2C(=O)C3=CC=CC=C3C2=O. Cell line: MALME-3M. Synergy scores: CSS=-8.59, Synergy_ZIP=4.81, Synergy_Bliss=5.09, Synergy_Loewe=-3.65, Synergy_HSA=-2.85. (2) Drug 1: C1CN1P(=S)(N2CC2)N3CC3. Drug 2: COC1=NC(=NC2=C1N=CN2C3C(C(C(O3)CO)O)O)N. Cell line: SNB-19. Synergy scores: CSS=8.75, Synergy_ZIP=-1.92, Synergy_Bliss=4.38, Synergy_Loewe=-2.29, Synergy_HSA=0.284. (3) Drug 1: CC1C(C(CC(O1)OC2CC(CC3=C2C(=C4C(=C3O)C(=O)C5=C(C4=O)C(=CC=C5)OC)O)(C(=O)C)O)N)O.Cl. Drug 2: CC1=C(C(=CC=C1)Cl)NC(=O)C2=CN=C(S2)NC3=CC(=NC(=N3)C)N4CCN(CC4)CCO. Cell line: NCI-H522. Synergy scores: CSS=30.7, Synergy_ZIP=2.41, Synergy_Bliss=6.86, Synergy_Loewe=5.68, Synergy_HSA=9.43. (4) Drug 1: C(=O)(N)NO. Drug 2: C1CN(CCN1C(=O)CCBr)C(=O)CCBr. Cell line: SF-268. Synergy scores: CSS=15.7, Synergy_ZIP=-2.18, Synergy_Bliss=-0.0924, Synergy_Loewe=-9.62, Synergy_HSA=0.514. (5) Drug 1: C1=CC(=CC=C1CCCC(=O)O)N(CCCl)CCCl. Drug 2: C1=NC2=C(N1)C(=S)N=CN2. Cell line: MDA-MB-231. Synergy scores: CSS=11.8, Synergy_ZIP=-17.6, Synergy_Bliss=-32.3, Synergy_Loewe=-36.8, Synergy_HSA=-29.5. (6) Synergy scores: CSS=19.6, Synergy_ZIP=8.94, Synergy_Bliss=13.2, Synergy_Loewe=-6.14, Synergy_HSA=9.29. Cell line: MALME-3M. Drug 2: CC1=CC2C(CCC3(C2CCC3(C(=O)C)OC(=O)C)C)C4(C1=CC(=O)CC4)C. Drug 1: CC1OCC2C(O1)C(C(C(O2)OC3C4COC(=O)C4C(C5=CC6=C(C=C35)OCO6)C7=CC(=C(C(=C7)OC)O)OC)O)O. (7) Drug 1: CN1C2=C(C=C(C=C2)N(CCCl)CCCl)N=C1CCCC(=O)O.Cl. Drug 2: C1CN(CCN1C(=O)CCBr)C(=O)CCBr. Cell line: SW-620. Synergy scores: CSS=15.3, Synergy_ZIP=-5.08, Synergy_Bliss=-0.706, Synergy_Loewe=-6.61, Synergy_HSA=-0.719.